Dataset: Forward reaction prediction with 1.9M reactions from USPTO patents (1976-2016). Task: Predict the product of the given reaction. (1) The product is: [CH3:1][C:2]1[C:6]([C:7]2[C:12]([C:13]#[CH:14])=[CH:11][C:10]([C:19]([F:21])([F:20])[F:22])=[CH:9][C:8]=2[C:23]2[CH:24]=[CH:25][C:26]([OH:29])=[CH:27][CH:28]=2)=[C:5]([CH3:30])[O:4][N:3]=1. Given the reactants [CH3:1][C:2]1[C:6]([C:7]2[C:12]([C:13]#[C:14][Si](C)(C)C)=[CH:11][C:10]([C:19]([F:22])([F:21])[F:20])=[CH:9][C:8]=2[C:23]2[CH:28]=[CH:27][C:26]([OH:29])=[CH:25][CH:24]=2)=[C:5]([CH3:30])[O:4][N:3]=1, predict the reaction product. (2) Given the reactants [NH2:1][CH2:2][CH2:3][O:4][C:5]1[CH:14]=[CH:13][CH:12]=[C:11]2[C:6]=1[C:7]([NH:15][C:16]1[CH:21]=[CH:20][C:19]([O:22][CH2:23][C:24]3[CH:29]=[CH:28][CH:27]=[CH:26][N:25]=3)=[C:18]([Cl:30])[CH:17]=1)=[N:8][CH:9]=[N:10]2.[OH:31][C@@H:32]1[CH2:37][CH2:36][O:35][C:33]1=[O:34], predict the reaction product. The product is: [Cl:30][C:18]1[CH:17]=[C:16]([NH:15][C:7]2[C:6]3[C:11](=[CH:12][CH:13]=[CH:14][C:5]=3[O:4][CH2:3][CH2:2][NH:1][C:33](=[O:34])[C@H:32]([OH:31])[CH2:37][CH2:36][OH:35])[N:10]=[CH:9][N:8]=2)[CH:21]=[CH:20][C:19]=1[O:22][CH2:23][C:24]1[CH:29]=[CH:28][CH:27]=[CH:26][N:25]=1. (3) Given the reactants [Cl:1][C:2]1[S:3][C:4]([Cl:10])=[CH:5][C:6]=1[C:7](O)=[O:8].C(Cl)(=O)C(Cl)=O.C(N(CC)CC)C.[CH3:24][NH:25][C:26]1[CH:27]=[N:28][CH:29]=[CH:30][CH:31]=1, predict the reaction product. The product is: [CH3:24][N:25]([C:26]1[CH:27]=[N:28][CH:29]=[CH:30][CH:31]=1)[C:7]([C:6]1[CH:5]=[C:4]([Cl:10])[S:3][C:2]=1[Cl:1])=[O:8]. (4) Given the reactants [Cl:1][C:2]1[CH:3]=[C:4]([N:8]2[N:12]=[N:11][C:10]([CH:13]([OH:15])[CH3:14])=[N:9]2)[CH:5]=[CH:6][CH:7]=1.[H-].[Na+].[F:18][C:19]1[CH:20]=[C:21]([C:26]2[N:30]([CH3:31])[C:29](S(C)(=O)=O)=[N:28][N:27]=2)[CH:22]=[C:23]([F:25])[CH:24]=1, predict the reaction product. The product is: [Cl:1][C:2]1[CH:3]=[C:4]([N:8]2[N:12]=[N:11][C:10]([CH:13]([O:15][C:29]3[N:30]([CH3:31])[C:26]([C:21]4[CH:22]=[C:23]([F:25])[CH:24]=[C:19]([F:18])[CH:20]=4)=[N:27][N:28]=3)[CH3:14])=[N:9]2)[CH:5]=[CH:6][CH:7]=1. (5) Given the reactants [CH3:1][N:2]([C:20]1[CH:21]=[CH:22][CH:23]=[CH:24][N:25]=1)[CH2:3][CH2:4][O:5][C:6]1[CH:7]=[CH:8][C:9]([CH2:12][CH:13]2[S:19][C:17](=[O:18])[NH:16][C:14]2=[O:15])=[CH:10][CH:11]=1.[C:26]([OH:33])(=[O:32])/[CH:27]=[CH:28]\[C:29]([OH:31])=[O:30].O, predict the reaction product. The product is: [CH3:1][N:2]([C:20]1[CH:21]=[CH:22][CH:23]=[CH:24][N:25]=1)[CH2:3][CH2:4][O:5][C:6]1[CH:11]=[CH:10][C:9]([CH2:12][CH:13]2[S:19][C:17](=[O:18])[NH:16][C:14]2=[O:15])=[CH:8][CH:7]=1.[CH:27](/[C:26]([OH:33])=[O:32])=[CH:28]/[C:29]([OH:31])=[O:30]. (6) Given the reactants [C:1]([C:5]1[N:10]=[C:9]2[N:11]([CH2:14][C:15]3[CH:20]=[CH:19][CH:18]=[CH:17][C:16]=3[C:21]([F:24])([F:23])[F:22])[N:12]=[CH:13][C:8]2=[C:7](Cl)[N:6]=1)([CH3:4])([CH3:3])[CH3:2].[NH:26]1[CH2:30][CH2:29][CH2:28][C@@H:27]1[CH2:31][OH:32], predict the reaction product. The product is: [C:1]([C:5]1[N:10]=[C:9]2[N:11]([CH2:14][C:15]3[CH:20]=[CH:19][CH:18]=[CH:17][C:16]=3[C:21]([F:24])([F:23])[F:22])[N:12]=[CH:13][C:8]2=[C:7]([N:26]2[CH2:30][CH2:29][CH2:28][C@@H:27]2[CH2:31][OH:32])[N:6]=1)([CH3:4])([CH3:3])[CH3:2]. (7) Given the reactants [H-].C([Al+]CC(C)C)C(C)C.[CH2:11]([N:18]1[CH2:22][CH2:21][C@@H:20]([N:23]([C:34]([O:36][C:37]([CH3:40])([CH3:39])[CH3:38])=[O:35])[C:24]2[N:25]=[CH:26][C:27]([C:30](OC)=O)=[N:28][CH:29]=2)[CH2:19]1)[C:12]1[CH:17]=[CH:16][CH:15]=[CH:14][CH:13]=1.[Cl-].[NH4+].[O-:43]S([O-])(=O)=O.[Mg+2].[CH2:49]1[CH2:53][O:52][CH2:51][CH2:50]1, predict the reaction product. The product is: [CH2:11]([N:18]1[CH2:22][CH2:21][C@@H:20]([N:23]([C:34]([O:36][C:37]([CH3:40])([CH3:39])[CH3:38])=[O:35])[C:24]2[N:25]=[CH:26][C:27](/[CH:30]=[CH:50]/[C:51]([O:52][CH2:53][CH3:49])=[O:43])=[N:28][CH:29]=2)[CH2:19]1)[C:12]1[CH:17]=[CH:16][CH:15]=[CH:14][CH:13]=1.